From a dataset of Catalyst prediction with 721,799 reactions and 888 catalyst types from USPTO. Predict which catalyst facilitates the given reaction. Reactant: [CH3:1][C:2]1[CH:3]=[C:4]([N:9]([C:13]2[NH:14][C:15](=[O:22])[NH:16][C:17](=[O:21])[C:18]=2[CH2:19][CH3:20])[C:10](=[O:12])[CH3:11])[CH:5]=[C:6]([CH3:8])[CH:7]=1.[I-].[Li+].CS([CH2:29]/[CH:30]=[CH:31]/[CH3:32])(=O)=O. The catalyst class is: 215. Product: [CH2:29]([N:14]1[C:13]([N:9]([C:4]2[CH:3]=[C:2]([CH3:1])[CH:7]=[C:6]([CH3:8])[CH:5]=2)[C:10](=[O:12])[CH3:11])=[C:18]([CH2:19][CH3:20])[C:17](=[O:21])[NH:16][C:15]1=[O:22])[CH:30]=[CH:31][CH3:32].